This data is from Reaction yield outcomes from USPTO patents with 853,638 reactions. The task is: Predict the reaction yield, written as a fraction of the theoretical maximum amount of product (1.0 means a 100% yield; for example, 0.34 means a 34% yield). (1) The reactants are Cl.[NH2:2][C:3]([NH2:5])=[NH:4].CC[O-].[Na+].[Cl:10][C:11]1[CH:32]=[CH:31][C:14]2[S:15][C:16]([C:24](=O)/[CH:25]=[CH:26]/N(C)C)=[C:17]([C:18]3[CH:23]=[CH:22][CH:21]=[CH:20][CH:19]=3)[C:13]=2[CH:12]=1. The catalyst is C(O)C. The product is [Cl:10][C:11]1[CH:32]=[CH:31][C:14]2[S:15][C:16]([C:24]3[CH:25]=[CH:26][N:2]=[C:3]([NH2:5])[N:4]=3)=[C:17]([C:18]3[CH:23]=[CH:22][CH:21]=[CH:20][CH:19]=3)[C:13]=2[CH:12]=1. The yield is 0.800. (2) The reactants are [Cl-].O[NH3+:3].[C:4](=[O:7])([O-])[OH:5].[Na+].CS(C)=O.[CH3:13][C:14]1([CH3:48])[CH2:18][C:17]2[CH:19]=[C:20]([N:23]3[C:28](=[O:29])[C:27]([CH2:30][C:31]4[CH:36]=[CH:35][C:34]([C:37]5[C:38]([C:43]#[N:44])=[CH:39][CH:40]=[CH:41][CH:42]=5)=[CH:33][CH:32]=4)=[C:26]([CH2:45][CH2:46][CH3:47])[N:25]=[CH:24]3)[CH:21]=[CH:22][C:16]=2[O:15]1. The catalyst is C(OCC)(=O)C. The product is [CH3:13][C:14]1([CH3:48])[CH2:18][C:17]2[CH:19]=[C:20]([N:23]3[C:28](=[O:29])[C:27]([CH2:30][C:31]4[CH:36]=[CH:35][C:34]([C:37]5[CH:42]=[CH:41][CH:40]=[CH:39][C:38]=5[C:43]5[NH:3][C:4](=[O:7])[O:5][N:44]=5)=[CH:33][CH:32]=4)=[C:26]([CH2:45][CH2:46][CH3:47])[N:25]=[CH:24]3)[CH:21]=[CH:22][C:16]=2[O:15]1. The yield is 0.530. (3) The reactants are Cl[C:2]1[C:11]2[N:12]=[CH:13][N:14]([CH2:15][CH:16]([CH3:18])[CH3:17])[C:10]=2[C:9]2[CH:8]=[CH:7][CH:6]=[CH:5][C:4]=2[N:3]=1.[NH2:19]C(N)=O.CS(C)=O.[OH-].[Na+]. The catalyst is O. The product is [CH3:17][CH:16]([CH2:15][N:14]1[C:10]2[C:9]3[CH:8]=[CH:7][CH:6]=[CH:5][C:4]=3[N:3]=[C:2]([NH2:19])[C:11]=2[N:12]=[CH:13]1)[CH3:18]. The yield is 0.885. (4) The reactants are [F:1][C:2]1[CH:3]=[C:4]2[C:9](=[CH:10][CH:11]=1)[CH:8]=[C:7]([C:12](O)=[O:13])[CH:6]=[CH:5]2.B.C1COCC1. No catalyst specified. The product is [F:1][C:2]1[CH:3]=[C:4]2[C:9](=[CH:10][CH:11]=1)[CH:8]=[C:7]([CH2:12][OH:13])[CH:6]=[CH:5]2. The yield is 0.820. (5) The yield is 0.450. The reactants are Br[C:2]1[CH:3]=[CH:4][C:5]2[C:6]3[CH2:15][N:14]([C:16]([O:18][C:19]([CH3:22])([CH3:21])[CH3:20])=[O:17])[CH2:13][CH2:12][C:7]=3[N:8]([CH3:11])[C:9]=2[CH:10]=1.[F:23][C:24]([F:39])([F:38])[C:25]1[CH:30]=[CH:29][C:28]([C:31]2[CH:36]=[CH:35][NH:34][C:33](=[O:37])[CH:32]=2)=[CH:27][CH:26]=1. The product is [CH3:11][N:8]1[C:9]2[CH:10]=[C:2]([N:34]3[CH:35]=[CH:36][C:31]([C:28]4[CH:27]=[CH:26][C:25]([C:24]([F:38])([F:39])[F:23])=[CH:30][CH:29]=4)=[CH:32][C:33]3=[O:37])[CH:3]=[CH:4][C:5]=2[C:6]2[CH2:15][N:14]([C:16]([O:18][C:19]([CH3:22])([CH3:21])[CH3:20])=[O:17])[CH2:13][CH2:12][C:7]1=2. No catalyst specified. (6) The reactants are [C:1]([OH:10])(=[O:9])[C@@H:2]([C@H:4]([C:6]([OH:8])=[O:7])[OH:5])[OH:3].[OH:11][C:12]([CH3:31])([CH3:30])[CH2:13][CH2:14][N:15]([CH2:25][CH:26]1[CH2:29][NH:28][CH2:27]1)[CH2:16][C:17]1[CH:22]=[CH:21][C:20]([Cl:23])=[CH:19][C:18]=1[Cl:24]. The catalyst is CO. The product is [C:6]([C@@H:4]([C@H:2]([C:1]([OH:10])=[O:9])[OH:3])[OH:5])([OH:8])=[O:7].[OH:11][C:12]([CH3:31])([CH3:30])[CH2:13][CH2:14][N:15]([CH2:25][CH:26]1[CH2:29][NH:28][CH2:27]1)[CH2:16][C:17]1[CH:22]=[CH:21][C:20]([Cl:23])=[CH:19][C:18]=1[Cl:24]. The yield is 0.920. (7) The reactants are [CH2:1]([O:3][C:4]([C:6]1[C:11]([NH2:12])=[CH:10][CH:9]=[C:8]([CH:13]2[CH2:15][CH2:14]2)[N:7]=1)=[O:5])[CH3:2].Br[C:17]1[CH:18]=[N:19][CH:20]=[N:21][CH:22]=1.O.C(=O)([O-])[O-].[K+].[K+]. The catalyst is CC1C=CC=CC=1C.C(Cl)Cl.C([O-])(=O)C.[Pd+2].C([O-])(=O)C.C1(P(C2C=CC=CC=2)C2C3OC4C(=CC=CC=4P(C4C=CC=CC=4)C4C=CC=CC=4)C(C)(C)C=3C=CC=2)C=CC=CC=1. The product is [CH2:1]([O:3][C:4]([C:6]1[C:11]([NH:12][C:17]2[CH:18]=[N:19][CH:20]=[N:21][CH:22]=2)=[CH:10][CH:9]=[C:8]([CH:13]2[CH2:14][CH2:15]2)[N:7]=1)=[O:5])[CH3:2]. The yield is 0.757.